Dataset: Reaction yield outcomes from USPTO patents with 853,638 reactions. Task: Predict the reaction yield, written as a fraction of the theoretical maximum amount of product (1.0 means a 100% yield; for example, 0.34 means a 34% yield). The reactants are Br[CH2:2][C:3]1[C:4]([CH2:10][CH3:11])=[N:5][O:6][C:7]=1[CH2:8][CH3:9].[CH3:12][C:13]1[N:18]=[C:17]([SH:19])[N:16]=[C:15]([OH:20])[CH:14]=1.C(N(CC)CC)C. The catalyst is C(O)C. The product is [CH2:10]([C:4]1[C:3]([CH2:2][S:19][C:17]2[N:16]=[C:15]([OH:20])[CH:14]=[C:13]([CH3:12])[N:18]=2)=[C:7]([CH2:8][CH3:9])[O:6][N:5]=1)[CH3:11]. The yield is 0.300.